This data is from Reaction yield outcomes from USPTO patents with 853,638 reactions. The task is: Predict the reaction yield, written as a fraction of the theoretical maximum amount of product (1.0 means a 100% yield; for example, 0.34 means a 34% yield). (1) The reactants are [CH2:1]([C:3]([C:21]1[CH:26]=[CH:25][C:24]([OH:27])=[C:23]([CH3:28])[CH:22]=1)([C:6]1[CH:11]=[CH:10][C:9]([CH2:12][CH2:13][CH:14]([OH:19])[C:15]([CH3:18])([CH3:17])[CH3:16])=[C:8]([CH3:20])[CH:7]=1)[CH2:4][CH3:5])[CH3:2].C([O-])([O-])=O.[K+].[K+].[O:35]=[C:36]1[O:40][C@@H:39]([CH2:41]OS(C2C=CC(C)=CC=2)(=O)=O)[CH2:38][CH2:37]1.[NH4+].[Cl-]. The catalyst is CN(C)C(=O)C. The product is [CH2:1]([C:3]([C:21]1[CH:26]=[CH:25][C:24]([O:27][CH2:41][C@@H:39]2[O:40][C:36](=[O:35])[CH2:37][CH2:38]2)=[C:23]([CH3:28])[CH:22]=1)([C:6]1[CH:11]=[CH:10][C:9]([CH2:12][CH2:13][CH:14]([OH:19])[C:15]([CH3:17])([CH3:18])[CH3:16])=[C:8]([CH3:20])[CH:7]=1)[CH2:4][CH3:5])[CH3:2]. The yield is 0.860. (2) The reactants are FC(F)(F)C(O)=O.[CH3:8][N:9]1[CH2:14][CH2:13][N:12]([C:15]2[CH:23]=[CH:22][C:18]([C:19]([OH:21])=O)=[C:17]([N:24]([CH:31]3[CH2:36][CH2:35][O:34][CH2:33][CH2:32]3)[C:25](=[O:30])[C:26]([F:29])([F:28])[F:27])[CH:16]=2)[CH2:11][CH2:10]1.C(Cl)(=O)C(Cl)=O.C(N(CC)C(C)C)(C)C.[F:52][C:53]1[CH:54]=[C:55]([S:60]([C:63]2[CH:64]=[C:65]3[C:69](=[CH:70][CH:71]=2)[N:68]([C:72]([C:85]2[CH:90]=[CH:89][CH:88]=[CH:87][CH:86]=2)([C:79]2[CH:84]=[CH:83][CH:82]=[CH:81][CH:80]=2)[C:73]2[CH:78]=[CH:77][CH:76]=[CH:75][CH:74]=2)[N:67]=[C:66]3[NH2:91])(=[O:62])=[O:61])[CH:56]=[C:57]([F:59])[CH:58]=1. The catalyst is ClCCl.CN(C)C=O. The product is [F:52][C:53]1[CH:54]=[C:55]([S:60]([C:63]2[CH:64]=[C:65]3[C:69](=[CH:70][CH:71]=2)[N:68]([C:72]([C:79]2[CH:80]=[CH:81][CH:82]=[CH:83][CH:84]=2)([C:73]2[CH:78]=[CH:77][CH:76]=[CH:75][CH:74]=2)[C:85]2[CH:86]=[CH:87][CH:88]=[CH:89][CH:90]=2)[N:67]=[C:66]3[NH:91][C:19](=[O:21])[C:18]2[CH:22]=[CH:23][C:15]([N:12]3[CH2:13][CH2:14][N:9]([CH3:8])[CH2:10][CH2:11]3)=[CH:16][C:17]=2[N:24]([CH:31]2[CH2:36][CH2:35][O:34][CH2:33][CH2:32]2)[C:25](=[O:30])[C:26]([F:28])([F:27])[F:29])(=[O:62])=[O:61])[CH:56]=[C:57]([F:59])[CH:58]=1. The yield is 0.930. (3) The reactants are [CH3:1][O:2][C:3](=[O:32])[C@@H:4]([NH:24][C:25]([N:27]1[CH2:30][CH:29]([OH:31])[CH2:28]1)=[S:26])[CH2:5][O:6][Si:7]([C:20]([CH3:23])([CH3:22])[CH3:21])([C:14]1[CH:19]=[CH:18][CH:17]=[CH:16][CH:15]=1)[C:8]1[CH:13]=[CH:12][CH:11]=[CH:10][CH:9]=1.[C:33](O[C:33](=[O:40])[C:34]1[CH:39]=[CH:38][CH:37]=[CH:36][CH:35]=1)(=[O:40])[C:34]1[CH:39]=[CH:38][CH:37]=[CH:36][CH:35]=1. The catalyst is N1C=CC=CC=1.CN(C)C1C=CN=CC=1. The product is [CH3:1][O:2][C:3](=[O:32])[C@@H:4]([NH:24][C:25]([N:27]1[CH2:30][CH:29]([O:31][C:33](=[O:40])[C:34]2[CH:39]=[CH:38][CH:37]=[CH:36][CH:35]=2)[CH2:28]1)=[S:26])[CH2:5][O:6][Si:7]([C:20]([CH3:23])([CH3:21])[CH3:22])([C:14]1[CH:19]=[CH:18][CH:17]=[CH:16][CH:15]=1)[C:8]1[CH:9]=[CH:10][CH:11]=[CH:12][CH:13]=1. The yield is 0.910. (4) The reactants are [C:1]([C:5]1[CH:20]=[CH:19][CH:18]=[CH:17][C:6]=1[O:7][C:8]1[N:9]=[N:10][C:11]([Cl:16])=[CH:12][C:13]=1[O:14][CH3:15])([CH3:4])([CH3:3])[CH3:2].[CH3:21][Si:22](Cl)([CH3:24])[CH3:23].[Cl-].[NH4+]. The catalyst is O1CCCC1. The product is [C:1]([C:5]1[CH:20]=[CH:19][CH:18]=[CH:17][C:6]=1[O:7][C:8]1[N:9]=[N:10][C:11]([Cl:16])=[C:12]([Si:22]([CH3:24])([CH3:23])[CH3:21])[C:13]=1[O:14][CH3:15])([CH3:4])([CH3:2])[CH3:3]. The yield is 0.959.